From a dataset of Forward reaction prediction with 1.9M reactions from USPTO patents (1976-2016). Predict the product of the given reaction. (1) Given the reactants [ClH:1].C(OCC)C.[CH3:7][C:8]1[CH:13]=[C:12]([C:14]2[CH:15]=[CH:16][C:17]3[N:23]4[CH2:24][C@H:20]([CH2:21][CH2:22]4)[N:19]([C:25]([NH:27][CH2:28][CH2:29][C:30]4[CH:35]=[CH:34][CH:33]=[CH:32][N:31]=4)=[O:26])[C:18]=3[N:36]=2)[CH:11]=[CH:10][N:9]=1, predict the reaction product. The product is: [ClH:1].[CH3:7][C:8]1[CH:13]=[C:12]([C:14]2[CH:15]=[CH:16][C:17]3[N:23]4[CH2:24][C@H:20]([CH2:21][CH2:22]4)[N:19]([C:25]([NH:27][CH2:28][CH2:29][C:30]4[CH:35]=[CH:34][CH:33]=[CH:32][N:31]=4)=[O:26])[C:18]=3[N:36]=2)[CH:11]=[CH:10][N:9]=1. (2) Given the reactants [Cl:1][C:2]1[N:7]=[C:6]([C:8](OC)=[O:9])[CH:5]=[CH:4][C:3]=1[O:12][CH:13]([CH3:15])[CH3:14].O.[NH2:17][NH2:18], predict the reaction product. The product is: [Cl:1][C:2]1[N:7]=[C:6]([C:8]([NH:17][NH2:18])=[O:9])[CH:5]=[CH:4][C:3]=1[O:12][CH:13]([CH3:15])[CH3:14]. (3) Given the reactants [F:1][C:2]([F:26])([C:22]([F:25])([F:24])[F:23])[C:3]([F:21])([F:20])[C:4]([F:19])([F:18])[S:5]([O:8][CH:9]([CH3:17])[C:10]([O:12][C:13]([CH3:16])([CH3:15])[CH3:14])=[O:11])(=[O:7])=[O:6].FC(F)(F)C(F)(F)C(F)(F)C(F)(F)S(OS(C(F)(F)C(F)(F)C(F)(F)C(F)(F)F)(=O)=O)(=O)=O, predict the reaction product. The product is: [F:26][C:2]([F:1])([C:22]([F:23])([F:24])[F:25])[C:3]([F:21])([F:20])[C:4]([F:19])([F:18])[S:5]([O:8][C@@H:9]([CH3:17])[C:10]([O:12][C:13]([CH3:16])([CH3:15])[CH3:14])=[O:11])(=[O:7])=[O:6]. (4) Given the reactants Cl.[C:2]([NH2:10])(=[NH:9])[C:3]1[CH:8]=[CH:7][N:6]=[CH:5][CH:4]=1.[Na].[CH3:12][O:13][C:14](=[O:23])[C:15]([CH:18](OC)OC)=[CH:16]O.O, predict the reaction product. The product is: [CH3:12][O:13][C:14]([C:15]1[CH:16]=[N:9][C:2]([C:3]2[CH:8]=[CH:7][N:6]=[CH:5][CH:4]=2)=[N:10][CH:18]=1)=[O:23]. (5) The product is: [CH:42]1([C:37]2[CH:36]=[C:35]([C:31]3[CH:30]=[C:29]([C:27]4[CH2:26][C:25](=[O:45])[NH:24][C:9]5[CH:10]=[C:11]([C:49]([F:52])([F:51])[F:50])[C:12]([O:48][CH2:47][C:49]([F:52])([F:51])[F:50])=[CH:13][C:8]=5[N:7]=4)[CH:34]=[CH:33][CH:32]=3)[CH:40]=[C:39]([CH3:41])[N:38]=2)[CH2:43][CH2:44]1. Given the reactants C(OC(=O)[NH:7][C:8]1[CH:13]=[C:12](OCC(F)(F)F)[C:11](C(F)(F)F)=[CH:10][C:9]=1[NH:24][C:25](=[O:45])[CH2:26][C:27]([C:29]1[CH:34]=[CH:33][CH:32]=[C:31]([C:35]2[CH:40]=[C:39]([CH3:41])[N:38]=[C:37]([CH:42]3[CH2:44][CH2:43]3)[CH:36]=2)[CH:30]=1)=O)(C)(C)C.[C:47](O)([C:49]([F:52])([F:51])[F:50])=[O:48], predict the reaction product. (6) Given the reactants [H-].[Al+3].[Li+].[H-].[H-].[H-].[C:7]([C:11]1[CH:12]=[CH:13][C:14]([C:21]#[N:22])=[C:15]([CH:20]=1)[C:16](OC)=[O:17])([CH3:10])([CH3:9])[CH3:8].[OH-].[Na+], predict the reaction product. The product is: [NH2:22][CH2:21][C:14]1[CH:13]=[CH:12][C:11]([C:7]([CH3:8])([CH3:10])[CH3:9])=[CH:20][C:15]=1[CH2:16][OH:17]. (7) The product is: [Cl:1][C:2]1[CH:3]=[C:4]([C@@H:8]([OH:12])[CH2:9][N:10]([CH3:11])[C:21](=[O:22])[O:23][C:24]([CH3:25])([CH3:26])[CH3:27])[CH:5]=[CH:6][CH:7]=1. Given the reactants [Cl:1][C:2]1[CH:3]=[C:4]([C@@H:8]([OH:12])[CH2:9][NH:10][CH3:11])[CH:5]=[CH:6][CH:7]=1.[CH3:25][C:24]([O:23][C:21](O[C:21]([O:23][C:24]([CH3:27])([CH3:26])[CH3:25])=[O:22])=[O:22])([CH3:27])[CH3:26], predict the reaction product.